From a dataset of Full USPTO retrosynthesis dataset with 1.9M reactions from patents (1976-2016). Predict the reactants needed to synthesize the given product. (1) Given the product [CH3:32][O:31][C:18]1[C:19]([O:24][CH:25]2[CH2:30][CH2:29][O:28][CH2:27][CH2:26]2)=[C:20]([CH:23]=[C:16]([C:14]2[CH:13]=[CH:12][N:11]=[C:10]([NH:8][C:5]3[CH:6]=[N:7][C:2]([CH3:1])=[CH:3][CH:4]=3)[N:15]=2)[CH:17]=1)[C:21]#[N:22], predict the reactants needed to synthesize it. The reactants are: [CH3:1][C:2]1[N:7]=[CH:6][C:5]([NH2:8])=[CH:4][CH:3]=1.Cl[C:10]1[N:15]=[C:14]([C:16]2[CH:17]=[C:18]([O:31][CH3:32])[C:19]([O:24][CH:25]3[CH2:30][CH2:29][O:28][CH2:27][CH2:26]3)=[C:20]([CH:23]=2)[C:21]#[N:22])[CH:13]=[CH:12][N:11]=1. (2) Given the product [S:8](=[O:10])(=[O:9])([O:11][CH2:12][C@@H:13]1[CH2:17][C@@H:16]([N:18]2[C:22]3[N:23]=[CH:24][N:25]=[C:26]([NH:27][C@H:28]4[C:36]5[C:31](=[CH:32][CH:33]=[CH:34][CH:35]=5)[CH2:30][CH2:29]4)[C:21]=3[CH:20]=[CH:19]2)[CH2:15][C@@H:14]1[OH:37])[NH2:7], predict the reactants needed to synthesize it. The reactants are: C(OC(=O)[NH:7][S:8]([O:11][CH2:12][C@@H:13]1[CH2:17][C@@H:16]([N:18]2[C:22]3[N:23]=[CH:24][N:25]=[C:26]([NH:27][C@H:28]4[C:36]5[C:31](=[CH:32][CH:33]=[CH:34][CH:35]=5)[CH2:30][CH2:29]4)[C:21]=3[CH:20]=[CH:19]2)[CH2:15][C@@H:14]1[OH:37])(=[O:10])=[O:9])(C)(C)C.FC(F)(F)C(O)=O. (3) Given the product [NH2:53][C:50]1[N:51]=[CH:52][C:47]([C:14]2[C:15]([F:18])=[C:16]([F:17])[C:9]([N:4]3[CH2:5][CH:6]([CH3:8])[O:7][CH:2]([CH3:1])[CH2:3]3)=[C:10]([CH:13]=2)[CH:11]=[O:12])=[N:48][CH:49]=1, predict the reactants needed to synthesize it. The reactants are: [CH3:1][CH:2]1[O:7][CH:6]([CH3:8])[CH2:5][N:4]([C:9]2[C:16]([F:17])=[C:15]([F:18])[C:14](B3OC(C)(C)C(C)(C)O3)=[CH:13][C:10]=2[CH:11]=[O:12])[CH2:3]1.C(=O)([O-])[O-].[Cs+].[Cs+].C1(C)C=CC=CC=1.CC(O)C.O.Br[C:47]1[N:48]=[CH:49][C:50]([NH2:53])=[N:51][CH:52]=1. (4) Given the product [CH3:21][O:22][CH2:23][O:1][C:2]1[CH:9]=[C:8]([CH3:10])[CH:7]=[C:6]([CH3:11])[C:3]=1[CH:4]=[O:5], predict the reactants needed to synthesize it. The reactants are: [OH:1][C:2]1[CH:9]=[C:8]([CH3:10])[CH:7]=[C:6]([CH3:11])[C:3]=1[CH:4]=[O:5].C(N(C(C)C)CC)(C)C.[CH3:21][O:22][CH2:23]Cl.O. (5) Given the product [OH:2][C:3]1[CH:4]=[C:5]2[C:10](=[CH:11][CH:12]=1)[C:9]([C:13]([C:15]1[CH:16]=[CH:17][C:18]([O:21][CH2:22][CH2:23][N:24]3[CH2:29][CH2:28][CH2:27][CH2:26][CH2:25]3)=[CH:19][CH:20]=1)=[O:14])=[C:8]([C:30]1[C:35]([F:36])=[CH:34][CH:33]=[C:32]([F:37])[C:31]=1[F:38])[CH:7]=[CH:6]2, predict the reactants needed to synthesize it. The reactants are: C[O:2][C:3]1[CH:4]=[C:5]2[C:10](=[CH:11][CH:12]=1)[C:9]([C:13]([C:15]1[CH:20]=[CH:19][C:18]([O:21][CH2:22][CH2:23][N:24]3[CH2:29][CH2:28][CH2:27][CH2:26][CH2:25]3)=[CH:17][CH:16]=1)=[O:14])=[C:8]([C:30]1[C:35]([F:36])=[CH:34][CH:33]=[C:32]([F:37])[C:31]=1[F:38])[CH:7]=[CH:6]2.B(Br)(Br)Br.N1(CCOC2C=CC(C=O)=CC=2)CCCCC1. (6) Given the product [C:5]1([CH3:15])[CH:10]=[CH:9][C:8]([S:11]([N:1]=[N+:2]=[N-:3])(=[O:13])=[O:12])=[CH:7][CH:6]=1, predict the reactants needed to synthesize it. The reactants are: [N-:1]=[N+:2]=[N-:3].[Na+].[C:5]1([CH3:15])[CH:10]=[CH:9][C:8]([S:11](Cl)(=[O:13])=[O:12])=[CH:7][CH:6]=1. (7) Given the product [Cl:27][C:24]1[CH:25]=[CH:26][C:21]([C@H:6]2[C@H:5]([OH:4])[C@@H:10]([OH:11])[C@H:9]([OH:15])[C@@H:8]([O:19][CH3:20])[O:7]2)=[CH:22][C:23]=1[CH2:28][C:29]1[CH:34]=[CH:33][C:32]([C:35](=[O:37])[CH3:36])=[CH:31][CH:30]=1, predict the reactants needed to synthesize it. The reactants are: C([O:4][C@@H:5]1[C@@H:10]([O:11]C(=O)C)[C@H:9]([O:15]C(=O)C)[C@@H:8]([O:19][CH3:20])[O:7][C@H:6]1[C:21]1[CH:26]=[CH:25][C:24]([Cl:27])=[C:23]([CH2:28][C:29]2[CH:34]=[CH:33][C:32]([C:35](=[O:37])[CH3:36])=[CH:31][CH:30]=2)[CH:22]=1)(=O)C.O.[OH-].[Li+]. (8) Given the product [CH2:36]([CH2:35][C:34]([O:70][CH3:69])([C:46](=[O:47])[C:13]1[CH:14]=[CH:15][CH:16]=[CH:17][CH:18]=1)[C:27](=[O:105])[C:26]1[CH:25]=[CH:43][CH:42]=[CH:41][CH:40]=1)[CH2:37][CH2:38][CH3:39], predict the reactants needed to synthesize it. The reactants are: C(OC(=O)C(=CN[C:13]1[CH:18]=[CH:17][C:16](OCC)=[CH:15][CH:14]=1)C(OCC)=O)C.C([C:25]1[CH:43]=[CH:42][CH:41]=[CH:40][C:26]=1[C:27]([CH2:34][CH2:35][CH2:36][CH2:37][CH2:38][CH3:39])=C(OC)C([O-])=O)C.C(OC(CC)CCCCC)(=O)C1[C:46](=CC=CC=1)[OH:47].CCCCC([CH2:69][O:70]C(C(C#N)=C(C1C=CC=CC=1)C1C=CC=CC=1)=O)CC.C1(C2NC3C=C(S(O)(=O)=[O:105])C=CC=3N=2)C=CC=CC=1.C(OC(=O)C(=CC1C=CC=CC=1)C(OCC)=O)C.N1N(C2C(O)=CC=C(C(C)(C)CC(C)(C)C)C=2)N=C2C=CC=CC=12.C(C1C=CC(C(=O)CC(C2C=CC(OC)=CC=2)=O)=CC=1)(C)(C)C.CC12C(C)(C)C(CC1)/C(=C\C1C=CC(C)=CC=1)/C2=O.C(OC1CC(C)CC(C)(C)C1)(=O)C1C(=CC=CC=1)O.C(C(CCCC)COC(=O)CCC1C=CC(OC)=CC=1)C.COC1C=CC(C=CC(OCC(CC)CCCC)=O)=CC=1.C(C(OC)(C(=O)C1C=CC=CC=1)C(=O)C1C=CC=CC=1)CCC. (9) Given the product [Br:1][C:2]1[CH:3]=[C:4]2[C:6]([CH:12]=[C:13]([CH3:15])[CH:14]=[N:5]2)=[CH:7][C:8]=1[O:9][CH3:10], predict the reactants needed to synthesize it. The reactants are: [Br:1][C:2]1[CH:3]=[C:4]([CH:6]=[CH:7][C:8]=1[O:9][CH3:10])[NH2:5].O=[CH:12][C:13](=[CH2:15])[CH3:14].CCOC(C)=O.C(Cl)Cl.CCOC(C)=O. (10) Given the product [OH:8][C:9]1[CH:14]=[CH:13][C:12]([C:15](=[O:38])[CH:16]([CH3:37])[C:17](=[O:36])[CH2:18][CH2:19][C:20]2[CH:25]=[CH:24][C:23]([OH:26])=[C:22]([O:34][CH3:35])[CH:21]=2)=[CH:11][C:10]=1[O:39][CH3:40], predict the reactants needed to synthesize it. The reactants are: [Si]([O:8][C:9]1[CH:14]=[CH:13][C:12]([C:15](=[O:38])[CH:16]([CH3:37])[C:17](=[O:36])[CH2:18][CH2:19][C:20]2[CH:25]=[CH:24][C:23]([O:26][Si](C(C)(C)C)(C)C)=[C:22]([O:34][CH3:35])[CH:21]=2)=[CH:11][C:10]=1[O:39][CH3:40])(C(C)(C)C)(C)C.[F-].C([N+](CCCC)(CCCC)CCCC)CCC.